From a dataset of NCI-60 drug combinations with 297,098 pairs across 59 cell lines. Regression. Given two drug SMILES strings and cell line genomic features, predict the synergy score measuring deviation from expected non-interaction effect. (1) Drug 1: CN(C(=O)NC(C=O)C(C(C(CO)O)O)O)N=O. Drug 2: C1CNP(=O)(OC1)N(CCCl)CCCl. Cell line: A498. Synergy scores: CSS=1.13, Synergy_ZIP=-0.0285, Synergy_Bliss=-0.564, Synergy_Loewe=-2.93, Synergy_HSA=-1.71. (2) Drug 1: COC1=NC(=NC2=C1N=CN2C3C(C(C(O3)CO)O)O)N. Drug 2: CS(=O)(=O)CCNCC1=CC=C(O1)C2=CC3=C(C=C2)N=CN=C3NC4=CC(=C(C=C4)OCC5=CC(=CC=C5)F)Cl. Cell line: UACC-257. Synergy scores: CSS=-1.21, Synergy_ZIP=0.372, Synergy_Bliss=-1.24, Synergy_Loewe=-3.27, Synergy_HSA=-3.88.